Dataset: Forward reaction prediction with 1.9M reactions from USPTO patents (1976-2016). Task: Predict the product of the given reaction. (1) Given the reactants N#N.[N+:3]([C:6]1[CH:10]=[N:9][N:8]([CH2:11][C:12]2[S:13][CH:14]=[C:15]([C:17](=[O:19])[CH3:18])[N:16]=2)[N:7]=1)([O-])=O.[NH4+].[Cl-], predict the reaction product. The product is: [NH2:3][C:6]1[CH:10]=[N:9][N:8]([CH2:11][C:12]2[S:13][CH:14]=[C:15]([C:17](=[O:19])[CH3:18])[N:16]=2)[N:7]=1. (2) The product is: [CH2:1]([N:8]1[CH2:13][CH2:12][C:11](=[O:14])[C:10]([CH3:18])([CH3:15])[CH2:9]1)[C:2]1[CH:3]=[CH:4][CH:5]=[CH:6][CH:7]=1. Given the reactants [CH2:1]([N:8]1[CH2:13][CH2:12][C:11](=[O:14])[CH:10]([CH3:15])[CH2:9]1)[C:2]1[CH:7]=[CH:6][CH:5]=[CH:4][CH:3]=1.CI.[CH3:18]C([O-])(C)C.[Na+].CCCCCC.CCOC(C)=O, predict the reaction product. (3) Given the reactants [CH2:1]([C:5]1[N:6]=[C:7]([CH3:27])[NH:8][C:9](=[O:26])[C:10]=1[CH2:11][C:12]1[CH:17]=[CH:16][C:15]([C:18]2[C:19]([C:24]#[N:25])=[CH:20][CH:21]=[CH:22][CH:23]=2)=[CH:14][CH:13]=1)[CH2:2][CH2:3][CH3:4].[O:28]1[CH:32]=[CH:31][C:30](B(O)O)=[CH:29]1.C(N(CC)CC)C.N1C=CC=CC=1, predict the reaction product. The product is: [CH2:1]([C:5]1[N:6]=[C:7]([CH3:27])[N:8]([C:30]2[CH:31]=[CH:32][O:28][CH:29]=2)[C:9](=[O:26])[C:10]=1[CH2:11][C:12]1[CH:17]=[CH:16][C:15]([C:18]2[C:19]([C:24]#[N:25])=[CH:20][CH:21]=[CH:22][CH:23]=2)=[CH:14][CH:13]=1)[CH2:2][CH2:3][CH3:4]. (4) The product is: [C:1]([O:4][C:5]1[CH:22]=[CH:21][C:8]2[N:9]=[C:10]([C:12]3[CH:17]=[CH:16][C:15]([NH2:18])=[CH:14][CH:13]=3)[S:11][C:7]=2[CH:6]=1)(=[O:3])[CH3:2]. Given the reactants [C:1]([O:4][C:5]1[CH:22]=[CH:21][C:8]2[N:9]=[C:10]([C:12]3[CH:17]=[CH:16][C:15]([N+:18]([O-])=O)=[CH:14][CH:13]=3)[S:11][C:7]=2[CH:6]=1)(=[O:3])[CH3:2], predict the reaction product. (5) Given the reactants Br[C:2]1[CH:7]=[CH:6][CH:5]=[C:4]([CH2:8][F:9])[N:3]=1.[CH2:10]([N:14]1[CH:22]=[C:21]2[C:16]([CH:17]=[CH:18][CH:19]=[CH:20]2)=[N:15]1)[CH2:11][C:12]#[CH:13], predict the reaction product. The product is: [F:9][CH2:8][C:4]1[N:3]=[C:2]([C:13]#[C:12][CH2:11][CH2:10][N:14]2[CH:22]=[C:21]3[C:16]([CH:17]=[CH:18][CH:19]=[CH:20]3)=[N:15]2)[CH:7]=[CH:6][CH:5]=1.